Task: Predict the reactants needed to synthesize the given product.. Dataset: Full USPTO retrosynthesis dataset with 1.9M reactions from patents (1976-2016) (1) Given the product [C:1]1([C:7]2[N:21]=[C:30]([C:27]3[C:26]([CH2:32][OH:33])=[CH:25][N:24]=[C:23]([CH3:22])[C:28]=3[OH:29])[NH:36][C:9]=2[C:11]2[CH:16]=[CH:15][CH:14]=[CH:13][CH:12]=2)[CH:6]=[CH:5][CH:4]=[CH:3][CH:2]=1, predict the reactants needed to synthesize it. The reactants are: [C:1]1([C:7]([C:9]([C:11]2[CH:16]=[CH:15][CH:14]=[CH:13][CH:12]=2)=O)=O)[CH:6]=[CH:5][CH:4]=[CH:3][CH:2]=1.C([O-])(=O)C.[NH4+:21].[CH3:22][C:23]1[C:28]([OH:29])=[C:27]([CH:30]=O)[C:26]([CH2:32][OH:33])=[CH:25][N:24]=1.Cl.[OH-].[NH4+:36]. (2) Given the product [F:1][C:2]1[CH:3]=[C:4]([CH:14]([NH:16][C:17]([C:19]2[N:20]=[C:21]([O:35][C:31]3[CH:32]=[CH:33][CH:34]=[C:29]([CH:27]([CH3:28])[C:26]([F:25])([F:36])[F:37])[CH:30]=3)[O:22][CH:23]=2)=[O:18])[CH3:15])[CH:5]=[C:6]([F:13])[C:7]=1[NH:8][S:9]([CH3:12])(=[O:11])=[O:10], predict the reactants needed to synthesize it. The reactants are: [F:1][C:2]1[CH:3]=[C:4]([CH:14]([NH:16][C:17]([C:19]2[N:20]=[C:21](Cl)[O:22][CH:23]=2)=[O:18])[CH3:15])[CH:5]=[C:6]([F:13])[C:7]=1[NH:8][S:9]([CH3:12])(=[O:11])=[O:10].[F:25][C:26]([F:37])([F:36])[CH:27]([C:29]1[CH:30]=[C:31]([OH:35])[CH:32]=[CH:33][CH:34]=1)[CH3:28]. (3) Given the product [C:1]([C:3]1[CH:8]=[C:7]([O:9][CH3:10])[C:6]([O:11][CH2:12][C@@H:13]([OH:14])[CH2:15][N:21]2[CH2:26][CH2:25][CH2:24][CH2:23][CH2:22]2)=[CH:5][C:4]=1[N:16]=[CH:17][N:18]([CH3:20])[CH3:19])#[N:2], predict the reactants needed to synthesize it. The reactants are: [C:1]([C:3]1[CH:8]=[C:7]([O:9][CH3:10])[C:6]([O:11][CH2:12][C@@H:13]2[CH2:15][O:14]2)=[CH:5][C:4]=1[N:16]=[CH:17][N:18]([CH3:20])[CH3:19])#[N:2].[NH:21]1[CH2:26][CH2:25][CH2:24][CH2:23][CH2:22]1. (4) Given the product [Cl:36][C:37]1[CH:38]=[C:39]([CH:44]=[CH:45][C:46]=1[N:47]1[CH2:48][CH2:49][N:50]([CH2:2][C:3]2[CH:12]=[N:11][C:10]3[N:9]4[CH2:13][CH2:14][CH2:15][CH2:16][C@H:8]4[C:7](=[O:17])[NH:6][C:5]=3[CH:4]=2)[CH2:51][CH2:52]1)[C:40]([NH:42][CH3:43])=[O:41], predict the reactants needed to synthesize it. The reactants are: O[CH2:2][C:3]1[CH:12]=[N:11][C:10]2[N:9]3[CH2:13][CH2:14][CH2:15][CH2:16][C@H:8]3[C:7](=[O:17])[NH:6][C:5]=2[CH:4]=1.[I-].C(C[P+](C)(C)C)#N.CCN(C(C)C)C(C)C.Cl.[Cl:36][C:37]1[CH:38]=[C:39]([CH:44]=[CH:45][C:46]=1[N:47]1[CH2:52][CH2:51][NH:50][CH2:49][CH2:48]1)[C:40]([NH:42][CH3:43])=[O:41].